Dataset: Peptide-MHC class II binding affinity with 134,281 pairs from IEDB. Task: Regression. Given a peptide amino acid sequence and an MHC pseudo amino acid sequence, predict their binding affinity value. This is MHC class II binding data. (1) The peptide sequence is DVNASFRAAMATTAN. The MHC is HLA-DPA10201-DPB10101 with pseudo-sequence HLA-DPA10201-DPB10101. The binding affinity (normalized) is 0.0733. (2) The peptide sequence is GKGTLDGQGKAVWGK. The MHC is HLA-DPA10201-DPB10501 with pseudo-sequence HLA-DPA10201-DPB10501. The binding affinity (normalized) is 0.0971. (3) The peptide sequence is DYEYKVSKLVSRLVI. The MHC is DRB1_0802 with pseudo-sequence DRB1_0802. The binding affinity (normalized) is 0.281. (4) The peptide sequence is IFSGNMNIKLKMPMY. The MHC is HLA-DQA10501-DQB10301 with pseudo-sequence HLA-DQA10501-DQB10301. The binding affinity (normalized) is 0.225. (5) The peptide sequence is KGGRKPARLIVFPDLGVRVC. The MHC is DRB1_0301 with pseudo-sequence DRB1_0301. The binding affinity (normalized) is 0.666.